This data is from Reaction yield outcomes from USPTO patents with 853,638 reactions. The task is: Predict the reaction yield, written as a fraction of the theoretical maximum amount of product (1.0 means a 100% yield; for example, 0.34 means a 34% yield). (1) The reactants are [CH2:1]([O:8][C:9]([NH:11][C@@H:12]([CH2:17][C:18]1[CH:23]=[CH:22][C:21]([B:24]2[O:28]C(C)(C)C(C)(C)[O:25]2)=[C:20]([CH3:33])[CH:19]=1)[C:13]([O:15][CH3:16])=[O:14])=[O:10])[C:2]1[CH:7]=[CH:6][CH:5]=[CH:4][CH:3]=1.I([O-])(=O)(=O)=O.[Na+].O1CCCC1.C([O-])(=O)C.[NH4+]. The catalyst is C(OCC)(=O)C.Cl.O. The yield is 0.800. The product is [CH2:1]([O:8][C:9]([NH:11][C@H:12]([C:13]([O:15][CH3:16])=[O:14])[CH2:17][C:18]1[CH:23]=[CH:22][C:21]([B:24]([OH:28])[OH:25])=[C:20]([CH3:33])[CH:19]=1)=[O:10])[C:2]1[CH:7]=[CH:6][CH:5]=[CH:4][CH:3]=1. (2) The reactants are [N:1]1([CH2:7][CH2:8][S:9][C:10]2[CH:11]=[C:12]([C:20]3[C:24]4[CH2:25][NH:26][CH2:27][CH2:28][C:23]=4[N:22]([CH2:29][CH:30]([OH:44])[CH2:31][N:32]4[CH2:37][CH2:36][CH:35]([C:38]5[CH:43]=[CH:42][CH:41]=[CH:40][N:39]=5)[CH2:34][CH2:33]4)[N:21]=3)[CH:13]=[CH:14][C:15]=2[C:16]([F:19])([F:18])[F:17])[CH2:6][CH2:5][CH2:4][CH2:3][CH2:2]1.C=O.[BH3-][C:48]#N.[Na+]. The catalyst is C(#N)C. The product is [CH3:48][N:26]1[CH2:27][CH2:28][C:23]2[N:22]([CH2:29][CH:30]([OH:44])[CH2:31][N:32]3[CH2:37][CH2:36][CH:35]([C:38]4[CH:43]=[CH:42][CH:41]=[CH:40][N:39]=4)[CH2:34][CH2:33]3)[N:21]=[C:20]([C:12]3[CH:13]=[CH:14][C:15]([C:16]([F:17])([F:19])[F:18])=[C:10]([S:9][CH2:8][CH2:7][N:1]4[CH2:2][CH2:3][CH2:4][CH2:5][CH2:6]4)[CH:11]=3)[C:24]=2[CH2:25]1. The yield is 0.910.